Dataset: Catalyst prediction with 721,799 reactions and 888 catalyst types from USPTO. Task: Predict which catalyst facilitates the given reaction. (1) Reactant: C([O:5][C@@H:6]([C@H:8]1[CH2:12][O:11][C:10](=[O:13])[N:9]1[C:14]1[CH:19]=[CH:18][N:17]=[C:16]([NH:20][C@H:21]([C:23]2[CH:28]=[CH:27][CH:26]=[C:25]([O:29][C:30]3[CH:35]=[CH:34][CH:33]=[CH:32][CH:31]=3)[CH:24]=2)[CH3:22])[N:15]=1)[CH3:7])(C)(C)C.C(O)(C(F)(F)F)=O. Product: [OH:5][C@@H:6]([C@H:8]1[CH2:12][O:11][C:10](=[O:13])[N:9]1[C:14]1[CH:19]=[CH:18][N:17]=[C:16]([NH:20][C@H:21]([C:23]2[CH:28]=[CH:27][CH:26]=[C:25]([O:29][C:30]3[CH:35]=[CH:34][CH:33]=[CH:32][CH:31]=3)[CH:24]=2)[CH3:22])[N:15]=1)[CH3:7]. The catalyst class is: 2. (2) Reactant: [CH3:1][O:2][CH:3]([O:6][CH3:7])[CH:4]=O.[CH:8]1([NH2:14])[CH2:13][CH2:12][CH2:11][CH2:10][CH2:9]1. Product: [CH3:1][O:2][CH:3]([O:6][CH3:7])[CH2:4][NH:14][CH:8]1[CH2:13][CH2:12][CH2:11][CH2:10][CH2:9]1. The catalyst class is: 19. (3) Reactant: [Cl:1][C:2]1[CH:7]=[CH:6][N:5]=[C:4]2[NH:8][CH:9]=[C:10]([I:11])[C:3]=12.[H-].[Na+].[CH3:14][Si:15]([CH3:22])([CH3:21])[CH2:16][CH2:17][O:18][CH2:19]Cl. Product: [Cl:1][C:2]1[CH:7]=[CH:6][N:5]=[C:4]2[N:8]([CH2:19][O:18][CH2:17][CH2:16][Si:15]([CH3:22])([CH3:21])[CH3:14])[CH:9]=[C:10]([I:11])[C:3]=12. The catalyst class is: 7. (4) Reactant: C[O:2][C:3](=[O:24])[C:4]1[CH:9]=[CH:8][C:7]([C:10]([NH:12][CH2:13][C:14]2[CH:22]=[C:21]3[C:17]([CH:18]=[CH:19][NH:20]3)=[CH:16][CH:15]=2)=[O:11])=[CH:6][C:5]=1[Cl:23].O.[OH-].[Li+]. The catalyst class is: 193. Product: [Cl:23][C:5]1[CH:6]=[C:7]([C:10]([NH:12][CH2:13][C:14]2[CH:22]=[C:21]3[C:17]([CH:18]=[CH:19][NH:20]3)=[CH:16][CH:15]=2)=[O:11])[CH:8]=[CH:9][C:4]=1[C:3]([OH:24])=[O:2]. (5) Reactant: [CH:1]1([N:6]2[C:11]3[N:12]=[C:13]([S:16][CH3:17])[N:14]=[CH:15][C:10]=3[CH:9]=[CH:8][C:7]2=[O:18])[CH2:5][CH2:4][CH2:3][CH2:2]1.C1C(=O)N([Br:26])C(=O)C1.O. Product: [Br:26][C:8]1[C:7](=[O:18])[N:6]([CH:1]2[CH2:2][CH2:3][CH2:4][CH2:5]2)[C:11]2[N:12]=[C:13]([S:16][CH3:17])[N:14]=[CH:15][C:10]=2[CH:9]=1. The catalyst class is: 3. (6) Reactant: Cl[CH2:2][C:3]1[CH:4]=[C:5]([C:9]2[C:14]3[N:15]([C:18]4[CH:23]=[CH:22][CH:21]=[CH:20][CH:19]=4)[CH:16]=[N:17][C:13]=3[CH:12]=[C:11]([C:24]([F:27])([F:26])[F:25])[CH:10]=2)[CH:6]=[CH:7][CH:8]=1.[CH3:28][NH:29][CH3:30]. Product: [CH3:28][N:29]([CH2:2][C:3]1[CH:4]=[C:5]([C:9]2[C:14]3[N:15]([C:18]4[CH:23]=[CH:22][CH:21]=[CH:20][CH:19]=4)[CH:16]=[N:17][C:13]=3[CH:12]=[C:11]([C:24]([F:27])([F:26])[F:25])[CH:10]=2)[CH:6]=[CH:7][CH:8]=1)[CH3:30]. The catalyst class is: 37. (7) Reactant: O[CH:2]=[C:3]1[C:11]2[C:6](=[CH:7][C:8]([C:12]([C:14]3[CH:19]=[CH:18][C:17]([NH:20][C:21]([C:23]4[S:24][CH:25]=[CH:26][CH:27]=4)=[O:22])=[CH:16][CH:15]=3)=[O:13])=[CH:9][CH:10]=2)[NH:5][C:4]1=[O:28].[NH2:29][C:30]1[CH:31]=[C:32]([OH:36])[CH:33]=[CH:34][CH:35]=1. Product: [OH:36][C:32]1[CH:31]=[C:30]([NH:29][CH:2]=[C:3]2[C:11]3[C:6](=[CH:7][C:8]([C:12]([C:14]4[CH:19]=[CH:18][C:17]([NH:20][C:21]([C:23]5[S:24][CH:25]=[CH:26][CH:27]=5)=[O:22])=[CH:16][CH:15]=4)=[O:13])=[CH:9][CH:10]=3)[NH:5][C:4]2=[O:28])[CH:35]=[CH:34][CH:33]=1. The catalyst class is: 1. (8) Reactant: [OH:1][C:2]1[CH:7]=[CH:6][C:5]([CH3:8])=[CH:4][C:3]=1[C:9](=[O:11])[CH3:10].[OH-].[Na+].S(OCC)(O[CH2:18][CH3:19])(=O)=O. Product: [CH2:18]([O:1][C:2]1[CH:7]=[CH:6][C:5]([CH3:8])=[CH:4][C:3]=1[C:9](=[O:11])[CH3:10])[CH3:19]. The catalyst class is: 8. (9) Reactant: C([O:5][C:6](=[O:55])[C:7]([C:10]1[N:15]=[CH:14][C:13]([NH:16][C:17]([C:19]2[C:23]3[CH2:24][CH2:25][CH2:26][CH2:27][C:22]=3[S:21][C:20]=2[NH:28][C:29]([C:31]2[CH:32]=[C:33]([CH:52]=[CH:53][CH:54]=2)[CH2:34][N:35]([CH:47]([CH2:50][CH3:51])[CH2:48][CH3:49])[C:36](=[O:46])[CH2:37][CH2:38][C:39]([CH3:45])([CH3:44])[C:40]([O:42][CH3:43])=[O:41])=[O:30])=[O:18])=[CH:12][CH:11]=1)([CH3:9])[CH3:8])(C)(C)C.C(O)(C(F)(F)F)=O. Product: [CH3:43][O:42][C:40](=[O:41])[C:39]([CH3:44])([CH3:45])[CH2:38][CH2:37][C:36]([N:35]([CH2:34][C:33]1[CH:32]=[C:31]([CH:54]=[CH:53][CH:52]=1)[C:29]([NH:28][C:20]1[S:21][C:22]2[CH2:27][CH2:26][CH2:25][CH2:24][C:23]=2[C:19]=1[C:17]([NH:16][C:13]1[CH:12]=[CH:11][C:10]([C:7]([CH3:9])([CH3:8])[C:6]([OH:55])=[O:5])=[N:15][CH:14]=1)=[O:18])=[O:30])[CH:47]([CH2:48][CH3:49])[CH2:50][CH3:51])=[O:46]. The catalyst class is: 2.